From a dataset of Full USPTO retrosynthesis dataset with 1.9M reactions from patents (1976-2016). Predict the reactants needed to synthesize the given product. (1) Given the product [N:34]1([C:39]2[CH:40]=[CH:41][C:42]([NH:43][C:2]3[N:7]=[C:6]([C:8]4[CH:9]=[N:10][N:11]([CH:13]([CH2:17][CH:18]5[CH2:23][CH2:22][N:21]([C:24](=[O:33])[C:25]6[CH:30]=[CH:29][C:28]([F:31])=[CH:27][C:26]=6[F:32])[CH2:20][CH2:19]5)[CH2:14][C:15]#[N:16])[CH:12]=4)[CH:5]=[CH:4][N:3]=3)=[CH:44][CH:45]=2)[CH2:38][CH2:37][N:36]=[CH:35]1, predict the reactants needed to synthesize it. The reactants are: Cl[C:2]1[N:7]=[C:6]([C:8]2[CH:9]=[N:10][N:11]([CH:13]([CH2:17][CH:18]3[CH2:23][CH2:22][N:21]([C:24](=[O:33])[C:25]4[CH:30]=[CH:29][C:28]([F:31])=[CH:27][C:26]=4[F:32])[CH2:20][CH2:19]3)[CH2:14][C:15]#[N:16])[CH:12]=2)[CH:5]=[CH:4][N:3]=1.[N:34]1([C:39]2[CH:45]=[CH:44][C:42]([NH2:43])=[CH:41][CH:40]=2)[CH:38]=[CH:37][N:36]=[CH:35]1.C1(C)C=CC(S(O)(=O)=O)=CC=1. (2) Given the product [F:24][C:23]([F:26])([F:25])[S:20]([O:1][C:2]1[CH:11]=[C:10]([O:12][S:20]([C:23]([F:26])([F:25])[F:24])(=[O:22])=[O:21])[CH:9]=[CH:8][C:3]=1[C:4]([O:6][CH3:7])=[O:5])(=[O:22])=[O:21], predict the reactants needed to synthesize it. The reactants are: [OH:1][C:2]1[CH:11]=[C:10]([OH:12])[CH:9]=[CH:8][C:3]=1[C:4]([O:6][CH3:7])=[O:5].C1(N[S:20]([C:23]([F:26])([F:25])[F:24])(=[O:22])=[O:21])C=CC=CC=1.CCN(C(C)C)C(C)C. (3) Given the product [N:16]1[CH:17]=[CH:18][CH:19]=[CH:20][C:15]=1[NH:13][NH:14][C:2](=[O:4])[C:1]1[CH:11]=[CH:10][CH:9]=[CH:8][C:7]=1[NH2:6], predict the reactants needed to synthesize it. The reactants are: [C:1]12[C:7](=[CH:8][CH:9]=[CH:10][CH:11]=1)[NH:6]C(=O)[O:4][C:2]2=O.[NH:13]([C:15]1[CH:20]=[CH:19][CH:18]=[CH:17][N:16]=1)[NH2:14]. (4) Given the product [S:1]1[CH:5]=[CH:4][C:3]([C@@H:6]2[O:7][CH:11]=[N:10][C@H:12]2[C:13]([N:15]2[CH2:20][CH2:19][CH2:18][CH2:17][CH2:16]2)=[O:14])=[CH:2]1, predict the reactants needed to synthesize it. The reactants are: [S:1]1[CH:5]=[CH:4][C:3]([CH:6]=[O:7])=[CH:2]1.[OH-].[K+].[N+:10]([CH2:12][C:13]([N:15]1[CH2:20][CH2:19][CH2:18][CH2:17][CH2:16]1)=[O:14])#[C-:11]. (5) Given the product [F:13][C:10]1[CH:11]=[C:12]2[C:7](=[CH:8][C:9]=1[F:14])[NH:6][C:5](=[O:15])[CH:4]=[C:3]2[CH2:2][N:16]1[C:20]2[CH:21]=[CH:22][CH:23]=[CH:24][C:19]=2[N:18]=[C:17]1[C:25]1[S:29][CH:28]=[N:27][C:26]=1[CH3:30], predict the reactants needed to synthesize it. The reactants are: Br[CH2:2][C:3]1[C:12]2[C:7](=[CH:8][C:9]([F:14])=[C:10]([F:13])[CH:11]=2)[NH:6][C:5](=[O:15])[CH:4]=1.[NH:16]1[C:20]2[CH:21]=[CH:22][CH:23]=[CH:24][C:19]=2[N:18]=[C:17]1[C:25]1[S:29][CH:28]=[N:27][C:26]=1[CH3:30]. (6) Given the product [Cl:2][C:3]1[CH:4]=[C:5]([C:13]2[O:17][N:16]=[C:15]([C:18]3[C:28]4[CH2:27][CH2:26][N:25]([CH2:36][C:37]([O:39][C:40]([CH3:43])([CH3:42])[CH3:41])=[O:38])[CH2:24][CH2:23][C:22]=4[CH:21]=[CH:20][CH:19]=3)[N:14]=2)[CH:6]=[CH:7][C:8]=1[O:9][CH:10]([CH3:11])[CH3:12], predict the reactants needed to synthesize it. The reactants are: Cl.[Cl:2][C:3]1[CH:4]=[C:5]([C:13]2[O:17][N:16]=[C:15]([C:18]3[C:28]4[CH2:27][CH2:26][NH:25][CH2:24][CH2:23][C:22]=4[CH:21]=[CH:20][CH:19]=3)[N:14]=2)[CH:6]=[CH:7][C:8]=1[O:9][CH:10]([CH3:12])[CH3:11].C(=O)([O-])[O-].[K+].[K+].Br[CH2:36][C:37]([O:39][C:40]([CH3:43])([CH3:42])[CH3:41])=[O:38]. (7) Given the product [C:30]([N:29]1[C:25]([C:22]2[CH:21]=[CH:20][C:19]([Cl:18])=[CH:24][CH:23]=2)=[CH:26][C:27]([CH2:34][NH:17][CH2:16][CH2:15][N:12]2[CH2:11][CH2:10][N:9]([C:3]3[CH:4]=[CH:5][CH:6]=[C:7]([CH3:8])[C:2]=3[CH3:1])[CH2:14][CH2:13]2)=[N:28]1)([CH3:33])([CH3:32])[CH3:31], predict the reactants needed to synthesize it. The reactants are: [CH3:1][C:2]1[C:7]([CH3:8])=[CH:6][CH:5]=[CH:4][C:3]=1[N:9]1[CH2:14][CH2:13][N:12]([CH2:15][CH2:16][NH2:17])[CH2:11][CH2:10]1.[Cl:18][C:19]1[CH:24]=[CH:23][C:22]([C:25]2[N:29]([C:30]([CH3:33])([CH3:32])[CH3:31])[N:28]=[C:27]([CH:34]=O)[CH:26]=2)=[CH:21][CH:20]=1. (8) Given the product [Cl:1][C:2]1[CH:3]=[CH:4][C:5]([C:8]2[CH:13]=[CH:12][C:11]([NH:14][C:16](=[O:19])[C:17]#[CH:18])=[C:10]([F:15])[CH:9]=2)=[CH:6][CH:7]=1, predict the reactants needed to synthesize it. The reactants are: [Cl:1][C:2]1[CH:7]=[CH:6][C:5]([C:8]2[CH:13]=[CH:12][C:11]([NH2:14])=[C:10]([F:15])[CH:9]=2)=[CH:4][CH:3]=1.[C:16](O)(=[O:19])[C:17]#[CH:18].